Dataset: Peptide-MHC class II binding affinity with 134,281 pairs from IEDB. Task: Regression. Given a peptide amino acid sequence and an MHC pseudo amino acid sequence, predict their binding affinity value. This is MHC class II binding data. (1) The peptide sequence is FQTMPGTFQTTTGEI. The MHC is DRB4_0101 with pseudo-sequence DRB4_0103. The binding affinity (normalized) is 0.0758. (2) The peptide sequence is EGATPEAKYDAYVAT. The MHC is HLA-DPA10201-DPB10501 with pseudo-sequence HLA-DPA10201-DPB10501. The binding affinity (normalized) is 0.245.